Dataset: Full USPTO retrosynthesis dataset with 1.9M reactions from patents (1976-2016). Task: Predict the reactants needed to synthesize the given product. Given the product [CH3:24][O:23][C:18]1[CH:19]=[CH:20][CH:21]=[CH:22][C:17]=1[C:14]1[CH:13]=[C:12]([CH2:11][CH2:10][CH2:9][CH2:8][CH2:7][CH2:6][C:5]([OH:25])=[O:4])[O:16][N:15]=1, predict the reactants needed to synthesize it. The reactants are: [OH-].[Na+].C[O:4][C:5](=[O:25])[CH2:6][CH2:7][CH2:8][CH2:9][CH2:10][CH2:11][C:12]1[O:16][N:15]=[C:14]([C:17]2[CH:22]=[CH:21][CH:20]=[CH:19][C:18]=2[O:23][CH3:24])[CH:13]=1.